This data is from Forward reaction prediction with 1.9M reactions from USPTO patents (1976-2016). The task is: Predict the product of the given reaction. (1) Given the reactants [CH2:1]([C@@H:8]([CH2:12][CH2:13][C@H:14]([CH2:34][C:35]1[CH:40]=[CH:39][CH:38]=[CH:37][CH:36]=1)[C:15]([NH:17][C@H:18]1[CH2:24][CH2:23][CH2:22][CH2:21][N:20]([C:25]2[CH:30]=[CH:29][CH:28]=[CH:27][C:26]=2[O:31][CH3:32])[C:19]1=[O:33])=[O:16])[C:9](O)=[O:10])[C:2]1[CH:7]=[CH:6][CH:5]=[CH:4][CH:3]=1.[NH2:41][C@H:42]1[CH2:48][CH2:47][S:46][C@H:45]2[CH2:49][CH2:50][CH2:51][C@@H:52]([C:53]#[N:54])[N:44]2[C:43]1=[O:55], predict the reaction product. The product is: [CH2:1]([C@@H:8]([CH2:12][CH2:13][C@H:14]([CH2:34][C:35]1[CH:36]=[CH:37][CH:38]=[CH:39][CH:40]=1)[C:15]([NH:17][C@H:18]1[CH2:24][CH2:23][CH2:22][CH2:21][N:20]([C:25]2[CH:30]=[CH:29][CH:28]=[CH:27][C:26]=2[O:31][CH3:32])[C:19]1=[O:33])=[O:16])[C:9]([NH:41][C@H:42]1[CH2:48][CH2:47][S:46][C@H:45]2[CH2:49][CH2:50][CH2:51][C@@H:52]([C:53]#[N:54])[N:44]2[C:43]1=[O:55])=[O:10])[C:2]1[CH:7]=[CH:6][CH:5]=[CH:4][CH:3]=1. (2) The product is: [CH3:32][C:26]1[CH:27]=[C:28]([CH3:31])[CH:29]=[CH:30][C:25]=1[N:22]1[CH2:23][CH2:24][N:19]([C:17]([C:14]2[CH:15]=[CH:16][C:11]([N:7]3[CH2:6][CH:5]([CH2:3][OH:2])[CH2:9][C:8]3=[O:10])=[CH:12][CH:13]=2)=[O:18])[CH2:20][CH2:21]1. Given the reactants C[O:2][C:3]([CH:5]1[CH2:9][C:8](=[O:10])[N:7]([C:11]2[CH:16]=[CH:15][C:14]([C:17]([N:19]3[CH2:24][CH2:23][N:22]([C:25]4[CH:30]=[CH:29][C:28]([CH3:31])=[CH:27][C:26]=4[CH3:32])[CH2:21][CH2:20]3)=[O:18])=[CH:13][CH:12]=2)[CH2:6]1)=O.O1CCCC1.[BH4-].[Na+].CO, predict the reaction product. (3) Given the reactants [Cl:1][C:2]1[CH:3]=[C:4]2[N:25]=[C:24]([O:26][C@H:27]3[C@H:31]4[O:32][CH2:33][C@@H:34]([OH:35])[C@H:30]4[O:29][CH2:28]3)[N:23]([CH2:36][O:37][CH2:38][CH2:39][Si:40]([CH3:43])([CH3:42])[CH3:41])[C:5]2=[N:6][C:7]=1[C:8]1[CH:13]=[CH:12][C:11](B2OC(C)(C)C(C)(C)O2)=[CH:10][CH:9]=1.Br[C:45]1[CH:46]=[CH:47][C:48]([CH2:51][N:52]=[S:53]([CH3:56])([CH3:55])=[O:54])=[N:49][CH:50]=1, predict the reaction product. The product is: [Cl:1][C:2]1[CH:3]=[C:4]2[N:25]=[C:24]([O:26][C@@H:27]3[CH2:28][O:29][C@@H:30]4[C@H:34]([OH:35])[CH2:33][O:32][C@H:31]34)[N:23]([CH2:36][O:37][CH2:38][CH2:39][Si:40]([CH3:43])([CH3:42])[CH3:41])[C:5]2=[N:6][C:7]=1[C:8]1[CH:9]=[CH:10][C:11]([C:45]2[CH:46]=[CH:47][C:48]([CH2:51][N:52]=[S:53]([CH3:56])([CH3:55])=[O:54])=[N:49][CH:50]=2)=[CH:12][CH:13]=1. (4) Given the reactants C([S:4][CH:5]1[CH2:8][N:7]([C:9]2[S:10][CH:11]=[C:12]([C:14]([O:16][CH2:17][CH3:18])=[O:15])[N:13]=2)[CH2:6]1)(=O)C.C(O)(=O)C.NN.C1(P(O[C:40]2[C@H:41]([CH3:64])[C@H:42]3[C@@H:59]([C@H:60]([OH:62])[CH3:61])[C:58](=[O:63])[N:43]3[C:44]=2[C:45]([O:47][CH2:48][C:49]2[CH:54]=[CH:53][C:52]([N+:55]([O-:57])=[O:56])=[CH:51][CH:50]=2)=[O:46])(C2C=CC=CC=2)=O)C=CC=CC=1.C(N(C(C)C)CC)(C)C.C(=O)([O-])O.[Na+], predict the reaction product. The product is: [CH2:17]([O:16][C:14]([C:12]1[N:13]=[C:9]([N:7]2[CH2:6][CH:5]([S:4][C:40]3[C@H:41]([CH3:64])[C@@H:42]4[C@@H:59]([C@H:60]([OH:62])[CH3:61])[C:58](=[O:63])[N:43]4[C:44]=3[C:45]([O:47][CH2:48][C:49]3[CH:54]=[CH:53][C:52]([N+:55]([O-:57])=[O:56])=[CH:51][CH:50]=3)=[O:46])[CH2:8]2)[S:10][CH:11]=1)=[O:15])[CH3:18].